Task: Regression/Classification. Given a drug SMILES string, predict its absorption, distribution, metabolism, or excretion properties. Task type varies by dataset: regression for continuous measurements (e.g., permeability, clearance, half-life) or binary classification for categorical outcomes (e.g., BBB penetration, CYP inhibition). Dataset: cyp2c9_veith.. Dataset: CYP2C9 inhibition data for predicting drug metabolism from PubChem BioAssay (1) The drug is CCOC(=O)CSC1=C(C#N)C(c2sccc2C)CC(=O)N1. The result is 1 (inhibitor). (2) The compound is Cc1ncc(C[n+]2csc(CCO)c2C)c(N)n1.Cl.[Cl-]. The result is 0 (non-inhibitor). (3) The drug is CCn1c(=O)cc(SCC(=O)NCc2ccc3c(c2)OCO3)c2ccccc21. The result is 1 (inhibitor). (4) The compound is CN1CCN(c2ncc3nc(-c4cccs4)c(=O)n(CCC#N)c3n2)CC1. The result is 0 (non-inhibitor).